This data is from Reaction yield outcomes from USPTO patents with 853,638 reactions. The task is: Predict the reaction yield, written as a fraction of the theoretical maximum amount of product (1.0 means a 100% yield; for example, 0.34 means a 34% yield). (1) The reactants are [CH3:1][C:2]1[CH:7]=[CH:6][C:5]([C:8]2[C:13]3[CH2:14][CH:15]([CH2:17][N:18]=[N+]=[N-])[O:16][C:12]=3[CH:11]=[CH:10][CH:9]=2)=[CH:4][CH:3]=1. The catalyst is [Pd]. The product is [CH3:1][C:2]1[CH:3]=[CH:4][C:5]([C:8]2[C:13]3[CH2:14][CH:15]([CH2:17][NH2:18])[O:16][C:12]=3[CH:11]=[CH:10][CH:9]=2)=[CH:6][CH:7]=1. The yield is 0.930. (2) The reactants are [Cl:1][C:2]1[CH:7]=[C:6]([Cl:8])[CH:5]=[CH:4][C:3]=1[C:9]1[C:10](=[O:29])[O:11][C:12]2[C:17]([C:18]=1[CH2:19][C:20]1[CH:25]=[CH:24][C:23]([OH:26])=[CH:22][CH:21]=1)=[CH:16][CH:15]=[C:14]([O:27][CH3:28])[CH:13]=2.[Br:30][CH2:31][CH2:32]Br.C([O-])([O-])=O.[K+].[K+].C(Cl)Cl.O. The catalyst is CC(C)=O. The product is [Br:30][CH2:31][CH2:32][O:26][C:23]1[CH:24]=[CH:25][C:20]([CH2:19][C:18]2[C:17]3[C:12](=[CH:13][C:14]([O:27][CH3:28])=[CH:15][CH:16]=3)[O:11][C:10](=[O:29])[C:9]=2[C:3]2[CH:4]=[CH:5][C:6]([Cl:8])=[CH:7][C:2]=2[Cl:1])=[CH:21][CH:22]=1. The yield is 0.610. (3) The reactants are CCN(C(C)C)C(C)C.F[C:11]1[C:16]([N+:17]([O-:19])=[O:18])=[CH:15][C:14]([NH:20][C:21]2[N:26]=[C:25]([C:27]3[C:35]4[C:30](=[CH:31][CH:32]=[CH:33][CH:34]=4)[N:29]([CH3:36])[CH:28]=3)[CH:24]=[CH:23][N:22]=2)=[C:13]([O:37][CH3:38])[CH:12]=1.[CH3:39][N:40]1[CH2:44][C@@H:43]2[NH:45][CH2:46][CH2:47][C@@H:42]2[CH2:41]1. The catalyst is FC(F)(F)CO. The product is [CH3:39][N:40]1[CH2:41][C@@H:42]2[C@@H:43]([N:45]([C:11]3[C:16]([N+:17]([O-:19])=[O:18])=[CH:15][C:14]([NH:20][C:21]4[N:26]=[C:25]([C:27]5[C:35]6[C:30](=[CH:31][CH:32]=[CH:33][CH:34]=6)[N:29]([CH3:36])[CH:28]=5)[CH:24]=[CH:23][N:22]=4)=[C:13]([O:37][CH3:38])[CH:12]=3)[CH2:46][CH2:47]2)[CH2:44]1. The yield is 0.840. (4) The reactants are [NH2:1][C:2]1[CH:7]=[CH:6][CH:5]=[CH:4][C:3]=1[NH:8][C:9](=[O:28])[C:10]1[CH:15]=[CH:14][C:13]([N:16]2[CH2:20][CH2:19][C@H:18]([S:21][C:22]3[CH:27]=[CH:26][CH:25]=[CH:24][N:23]=3)[CH2:17]2)=[CH:12][CH:11]=1.C1C=C(Cl)C=C(C(OO)=[O:37])C=1. The catalyst is C(Cl)Cl. The product is [NH2:1][C:2]1[CH:7]=[CH:6][CH:5]=[CH:4][C:3]=1[NH:8][C:9](=[O:28])[C:10]1[CH:11]=[CH:12][C:13]([N:16]2[CH2:20][CH2:19][C@H:18]([S@@:21]([C:22]3[CH:27]=[CH:26][CH:25]=[CH:24][N:23]=3)=[O:37])[CH2:17]2)=[CH:14][CH:15]=1. The yield is 0.800. (5) The reactants are O.C([O-])([O-])=O.[K+].[K+].[CH2:8]([C@@:15]12[CH2:28][CH2:27][C:26]([O:29]CC)=[CH:25][C:24]1=[CH:23][CH2:22][C:21]1[CH:20]=[C:19]([C:32]#[N:33])[CH:18]=[CH:17][C:16]2=1)[C:9]1[CH:14]=[CH:13][CH:12]=[CH:11][CH:10]=1.[H][H]. The catalyst is C1COCC1.CCOC(C)=O. The product is [CH2:8]([C@@:15]12[CH2:28][CH2:27][C:26](=[O:29])[CH2:25][C@H:24]1[CH2:23][CH2:22][C:21]1[CH:20]=[C:19]([C:32]#[N:33])[CH:18]=[CH:17][C:16]2=1)[C:9]1[CH:10]=[CH:11][CH:12]=[CH:13][CH:14]=1. The yield is 0.560. (6) The reactants are C(NCCO)C1C=CC=CC=1.C([C@H]1OC1)Cl.[OH-].[Na+].[OH:19][CH2:20][CH:21]1[O:26][CH2:25][CH2:24][NH:23][CH2:22]1.O1CCCNCC1.[F:34][C:35]([F:40])([F:39])[C:36]([OH:38])=[O:37]. The catalyst is CO.O.CC(O)C. The product is [F:34][C:35]([F:40])([F:39])[C:36]([OH:38])=[O:37].[OH:19][CH2:20][C@@H:21]1[O:26][CH2:25][CH2:24][NH:23][CH2:22]1. The yield is 0.424. (7) The reactants are [NH2:1][CH2:2][C:3]1[CH:8]=[CH:7][C:6]([C:9]2[C:14]([CH3:15])=[CH:13][CH:12]=[C:11]([NH:16][C:17]([C:19]3([C:22]4[CH:30]=[CH:29][C:25]5[O:26][CH2:27][O:28][C:24]=5[CH:23]=4)[CH2:21][CH2:20]3)=[O:18])[CH:10]=2)=[CH:5][CH:4]=1.[CH2:31]([S:34](Cl)(=[O:36])=[O:35])[CH2:32][CH3:33].CCN(CC)CC. The catalyst is ClCCl. The product is [O:26]1[C:25]2[CH:29]=[CH:30][C:22]([C:19]3([C:17]([NH:16][C:11]4[CH:10]=[C:9]([C:6]5[CH:5]=[CH:4][C:3]([CH2:2][NH:1][S:34]([CH2:31][CH2:32][CH3:33])(=[O:36])=[O:35])=[CH:8][CH:7]=5)[C:14]([CH3:15])=[CH:13][CH:12]=4)=[O:18])[CH2:20][CH2:21]3)=[CH:23][C:24]=2[O:28][CH2:27]1. The yield is 0.100. (8) The yield is 0.806. The reactants are [CH3:1][NH:2][CH3:3].[CH3:4][C:5]1([CH3:28])[O:9][N:8]=[C:7]([S:10][CH2:11][C:12]2[C:13]([C:24]([F:27])([F:26])[F:25])=[N:14][N:15]([C:18]3[CH:23]=[CH:22][CH:21]=[CH:20][CH:19]=3)[C:16]=2F)[CH2:6]1.O. The product is [CH3:4][C:5]1([CH3:28])[O:9][N:8]=[C:7]([S:10][CH2:11][C:12]2[C:13]([C:24]([F:27])([F:26])[F:25])=[N:14][N:15]([C:18]3[CH:23]=[CH:22][CH:21]=[CH:20][CH:19]=3)[C:16]=2[N:2]([CH3:3])[CH3:1])[CH2:6]1. The catalyst is CN(C)C=O. (9) The reactants are [Cl:1][C:2]1[CH:30]=[CH:29][C:5]([CH2:6][C:7]2[NH:8][C:9]([C:22]3[CH:27]=[CH:26][CH:25]=[C:24]([CH3:28])[N:23]=3)=[C:10]([C:12]3[CH:13]=[C:14]4[C:19](=[CH:20][CH:21]=3)[N:18]=[CH:17][CH:16]=[CH:15]4)[N:11]=2)=[CH:4][C:3]=1[N+:31]([O-])=O.Cl[Sn]Cl. The catalyst is CO. The product is [Cl:1][C:2]1[CH:30]=[CH:29][C:5]([CH2:6][C:7]2[NH:8][C:9]([C:22]3[CH:27]=[CH:26][CH:25]=[C:24]([CH3:28])[N:23]=3)=[C:10]([C:12]3[CH:13]=[C:14]4[C:19](=[CH:20][CH:21]=3)[N:18]=[CH:17][CH:16]=[CH:15]4)[N:11]=2)=[CH:4][C:3]=1[NH2:31]. The yield is 0.710. (10) The reactants are [CH:1]1([N:4]2[C:13]3[C:8](=[CH:9][CH:10]=[CH:11][CH:12]=3)[N:7]([C:14]([C:16]3[CH:17]=[N:18][CH:19]=[CH:20][C:21]=3[O:22][C:23]3[CH:28]=[C:27]([Cl:29])[CH:26]=[CH:25][C:24]=3[Cl:30])=[O:15])[CH2:6][CH2:5]2)[CH2:3][CH2:2]1.[Cl:31]C1C=CC=C(C(OO)=O)C=1.C[Si](C)(C)N[Si](C)(C)C.ClC(OC)=O.C(=O)(O)[O-].[Na+]. The catalyst is ClCCl. The product is [Cl:31][C:11]1[CH:12]=[C:13]2[C:8](=[CH:9][CH:10]=1)[N:7]([C:14]([C:16]1[CH:17]=[N:18][CH:19]=[CH:20][C:21]=1[O:22][C:23]1[CH:28]=[C:27]([Cl:29])[CH:26]=[CH:25][C:24]=1[Cl:30])=[O:15])[CH2:6][CH2:5][N:4]2[CH:1]1[CH2:2][CH2:3]1. The yield is 0.310.